This data is from Forward reaction prediction with 1.9M reactions from USPTO patents (1976-2016). The task is: Predict the product of the given reaction. (1) Given the reactants CCN=C=NCCCN(C)C.[NH2:12][C:13]1[S:17][C:16]2[CH2:18][CH2:19][CH2:20][C:15]=2[C:14]=1[C:21]#[N:22].[C:23]1([CH:29]([CH2:33][C:34]2[CH:39]=[CH:38][CH:37]=[CH:36]C=2)[C:30]([OH:32])=O)[CH:28]=[CH:27][CH:26]=[CH:25][CH:24]=1, predict the reaction product. The product is: [C:21]([C:14]1[C:15]2[CH2:20][CH2:19][CH2:18][C:16]=2[S:17][C:13]=1[NH:12][C:30](=[O:32])[CH:29]([C:23]1[CH:24]=[CH:25][CH:26]=[CH:27][CH:28]=1)[C:33]1[CH:34]=[CH:39][CH:38]=[CH:37][CH:36]=1)#[N:22]. (2) Given the reactants [CH3:1][O:2][C:3]1[CH:4]=[C:5]([C:11]2[C@@H:20]3[C@@H:15]([CH2:16][CH2:17][CH2:18][CH2:19]3)[C:14](=[O:21])[N:13]([CH:22]3[CH2:27][CH2:26][N:25]([C:28](=[O:46])[C@@H:29]([NH:38]C(=O)OC(C)(C)C)[CH2:30][C:31]4[CH:36]=[CH:35][C:34]([OH:37])=[CH:33][CH:32]=4)[CH2:24][CH2:23]3)[N:12]=2)[CH:6]=[CH:7][C:8]=1[O:9][CH3:10].Cl.O.[OH-].[Na+], predict the reaction product. The product is: [NH2:38][C@@H:29]([CH2:30][C:31]1[CH:32]=[CH:33][C:34]([OH:37])=[CH:35][CH:36]=1)[C:28]([N:25]1[CH2:24][CH2:23][CH:22]([N:13]2[N:12]=[C:11]([C:5]3[CH:6]=[CH:7][C:8]([O:9][CH3:10])=[C:3]([O:2][CH3:1])[CH:4]=3)[C@@H:20]3[C@@H:15]([CH2:16][CH2:17][CH2:18][CH2:19]3)[C:14]2=[O:21])[CH2:27][CH2:26]1)=[O:46]. (3) Given the reactants [N:1]1[C:10]2[C:5](=[CH:6][CH:7]=[C:8]([NH:11][C:12]([C:14]3[CH:23]=[CH:22][C:21]4[C:16](=[CH:17][CH:18]=[C:19](Br)[CH:20]=4)[CH:15]=3)=[O:13])[CH:9]=2)[CH:4]=[CH:3][CH:2]=1.C1(C2C=CC=CC=2)C=CC=CC=1P(C(C)(C)C)C(C)(C)C.[NH:46]1[CH2:51][CH2:50][O:49][CH2:48][CH2:47]1.C[Si]([N-][Si](C)(C)C)(C)C.[Li+], predict the reaction product. The product is: [N:1]1[C:10]2[C:5](=[CH:6][CH:7]=[C:8]([NH:11][C:12]([C:14]3[CH:23]=[CH:22][C:21]4[C:16](=[CH:17][CH:18]=[C:19]([N:46]5[CH2:51][CH2:50][O:49][CH2:48][CH2:47]5)[CH:20]=4)[CH:15]=3)=[O:13])[CH:9]=2)[CH:4]=[CH:3][CH:2]=1. (4) The product is: [I:22][C:7]1[CH:6]=[C:5]([C:9](=[O:14])[C:10]([F:11])([F:12])[F:13])[CH:4]=[C:3]([C:2]([F:15])([F:16])[F:1])[CH:8]=1. Given the reactants [F:1][C:2]([F:16])([F:15])[C:3]1[CH:4]=[C:5]([C:9](=[O:14])[C:10]([F:13])([F:12])[F:11])[CH:6]=[CH:7][CH:8]=1.S(=O)(=O)(O)O.[I:22]I, predict the reaction product. (5) Given the reactants [F:1][C:2]1[CH:7]=[CH:6][C:5]([F:8])=[CH:4][C:3]=1[O:9][C:10]1[CH:15]=[CH:14][C:13](I)=[CH:12][CH:11]=1.[CH3:17][C:18]1([CH3:34])[C:22]([CH3:24])([CH3:23])[O:21][B:20]([B:20]2[O:21][C:22]([CH3:24])([CH3:23])[C:18]([CH3:34])([CH3:17])[O:19]2)[O:19]1.C([O-])(=O)C.[K+], predict the reaction product. The product is: [F:1][C:2]1[CH:7]=[CH:6][C:5]([F:8])=[CH:4][C:3]=1[O:9][C:10]1[CH:15]=[CH:14][C:13]([B:20]2[O:21][C:22]([CH3:24])([CH3:23])[C:18]([CH3:34])([CH3:17])[O:19]2)=[CH:12][CH:11]=1. (6) Given the reactants [Br:1][C:2]1[CH:3]=[C:4]2[C:8](=[CH:9][CH:10]=1)[NH:7][C:6](=[O:11])[C:5]2=O.[NH:13]([C:15](=[O:28])[CH2:16][CH2:17][C:18]1[CH:27]=[CH:26][C:21]([C:22]([NH:24][NH2:25])=[O:23])=[CH:20][CH:19]=1)[NH2:14], predict the reaction product. The product is: [Br:1][C:2]1[CH:3]=[C:4]2[C:8](=[CH:9][CH:10]=1)[NH:7][C:6](=[O:11])[C:5]2=[N:25][NH:24][C:22](=[O:23])[C:21]1[CH:26]=[CH:27][C:18]([CH2:17][CH2:16][C:15]([NH:13][N:14]=[C:5]2[C:4]3[C:8](=[CH:9][CH:10]=[C:2]([Br:1])[CH:3]=3)[NH:7][C:6]2=[O:11])=[O:28])=[CH:19][CH:20]=1. (7) Given the reactants [NH2:1][CH:2]([C:6]1[CH:11]=[CH:10][CH:9]=[CH:8][CH:7]=1)[C:3]([OH:5])=[O:4].[C:12](O[C:12]([O:14][C:15]([CH3:18])([CH3:17])[CH3:16])=[O:13])([O:14][C:15]([CH3:18])([CH3:17])[CH3:16])=[O:13].[OH-].[Na+], predict the reaction product. The product is: [C:15]([O:14][C:12]([NH:1][CH:2]([C:6]1[CH:11]=[CH:10][CH:9]=[CH:8][CH:7]=1)[C:3]([OH:5])=[O:4])=[O:13])([CH3:18])([CH3:17])[CH3:16]. (8) Given the reactants O.Cl.[NH2:3][C@H:4]([C:7]([OH:9])=[O:8])[CH2:5][SH:6].C([O-])(=O)C.[K+].CO.[CH3:17][N:18]1[CH:22]=[CH:21][N:20]=[C:19]1[CH:23]=O, predict the reaction product. The product is: [CH3:17][N:18]1[CH:22]=[CH:21][N:20]=[C:19]1[C@@H:23]1[NH:3][CH:4]([C:7]([OH:9])=[O:8])[CH2:5][S:6]1. (9) Given the reactants C[N:2](C)[CH:3]=[C:4]([N:13]1C(=O)C2C(=CC=CC=2)C1=O)[C:5](=O)[C:6]1[CH:11]=[CH:10][CH:9]=[CH:8][CH:7]=1.O.[NH2:26]N, predict the reaction product. The product is: [C:6]1([C:5]2[NH:26][N:2]=[CH:3][C:4]=2[NH2:13])[CH:11]=[CH:10][CH:9]=[CH:8][CH:7]=1.